This data is from Reaction yield outcomes from USPTO patents with 853,638 reactions. The task is: Predict the reaction yield, written as a fraction of the theoretical maximum amount of product (1.0 means a 100% yield; for example, 0.34 means a 34% yield). The reactants are [F:1][C:2]([F:23])([F:22])[C:3]1[CH:4]=[C:5]2[CH:11]=[CH:10][N:9]([S:12]([C:15]3[CH:21]=[CH:20][C:18]([CH3:19])=[CH:17][CH:16]=3)(=[O:14])=[O:13])[C:6]2=[N:7][CH:8]=1.[Br:24]Br.S([O-])([O-])(=O)=S.[Na+].[Na+]. The catalyst is C(Cl)Cl.C(=O)(O)[O-]. The product is [Br:24][C:11]1[C:5]2[C:6](=[N:7][CH:8]=[C:3]([C:2]([F:1])([F:22])[F:23])[CH:4]=2)[N:9]([S:12]([C:15]2[CH:21]=[CH:20][C:18]([CH3:19])=[CH:17][CH:16]=2)(=[O:14])=[O:13])[CH:10]=1. The yield is 0.590.